Dataset: Catalyst prediction with 721,799 reactions and 888 catalyst types from USPTO. Task: Predict which catalyst facilitates the given reaction. Reactant: [N+:1]([C:4]1[CH:9]=[C:8]([N+:10]([O-:12])=[O:11])[CH:7]=[CH:6][C:5]=1[NH:13][C@H:14]([C:29]([OH:31])=O)CSC1C=CC([N+]([O-])=O)=CC=1[N+]([O-])=O)([O-:3])=[O:2].C(N)CO[CH2:35][CH2:36][O:37][CH2:38][CH2:39][O:40][CH2:41][CH2:42][O:43][CH2:44][C:45]#[CH:46].Cl.C(N=C=NCCCN(C)C)C.O.OC1C2N=NNC=2C=CC=1.C(N(C(C)C)CC)(C)C. Product: [N+:1]([C:4]1[CH:9]=[C:8]([N+:10]([O-:12])=[O:11])[CH:7]=[CH:6][C:5]=1[NH:13][CH2:14][CH2:29][O:31][CH2:35][CH2:36][O:37][CH2:38][CH2:39][O:40][CH2:41][CH2:42][O:43][CH2:44][C:45]#[CH:46])([O-:3])=[O:2]. The catalyst class is: 61.